Dataset: Full USPTO retrosynthesis dataset with 1.9M reactions from patents (1976-2016). Task: Predict the reactants needed to synthesize the given product. (1) Given the product [NH2:1][C@H:2]([CH2:22][C:23]1[CH:28]=[C:27]([F:29])[C:26]([F:30])=[CH:25][C:24]=1[F:31])[CH2:3][C:4]([N:6]1[CH2:11][CH2:10][N:9]2[C:12]([C:18]([F:21])([F:19])[F:20])=[N:13][C:14]([C:15]([O-:17])=[O:16])=[C:8]2[CH2:7]1)=[O:5].[Li+:33], predict the reactants needed to synthesize it. The reactants are: [NH2:1][C@H:2]([CH2:22][C:23]1[CH:28]=[C:27]([F:29])[C:26]([F:30])=[CH:25][C:24]=1[F:31])[CH2:3][C:4]([N:6]1[CH2:11][CH2:10][N:9]2[C:12]([C:18]([F:21])([F:20])[F:19])=[N:13][C:14]([C:15]([OH:17])=[O:16])=[C:8]2[CH2:7]1)=[O:5].[OH-].[Li+:33]. (2) Given the product [Cl:15][C:16]1[C:17]([OH:18])=[N:14][C:12]([C:9]2[N:7]3[CH:8]=[C:3]([F:2])[CH:4]=[CH:5][C:6]3=[N:11][CH:10]=2)=[N:13][CH:22]=1, predict the reactants needed to synthesize it. The reactants are: [Na].[F:2][C:3]1[CH:4]=[CH:5][C:6]2[N:7]([C:9]([C:12](=[NH:14])[NH2:13])=[CH:10][N:11]=2)[CH:8]=1.[Cl:15][CH:16]([CH:22]=O)[C:17](OCC)=[O:18].